Predict hERG channel inhibition at various concentrations. From a dataset of hERG Central: cardiac toxicity at 1µM, 10µM, and general inhibition. The molecule is O=C(CN1CCN(C(=O)c2cncn2-c2ccccc2)CC1)Nc1ccccc1Cl. Results: hERG_inhib (hERG inhibition (general)): blocker.